This data is from Full USPTO retrosynthesis dataset with 1.9M reactions from patents (1976-2016). The task is: Predict the reactants needed to synthesize the given product. (1) Given the product [F:18][C:2]([F:1])([CH3:17])[CH2:3][C@H:4]([NH:8][C:9]([N:11]1[CH2:16][CH2:15][O:14][CH2:13][CH2:12]1)=[O:10])[C:5](=[O:7])[NH:19][C@H:20]([C:21]([C:23]1[O:27][N:26]=[C:25]([C:28]2[CH:33]=[CH:32][CH:31]=[CH:30][CH:29]=2)[N:24]=1)=[O:22])[CH2:34][CH3:35], predict the reactants needed to synthesize it. The reactants are: [F:1][C:2]([F:18])([CH3:17])[CH2:3][C@H:4]([NH:8][C:9]([N:11]1[CH2:16][CH2:15][O:14][CH2:13][CH2:12]1)=[O:10])[C:5]([OH:7])=O.[NH2:19][CH:20]([CH2:34][CH3:35])[C@@H:21]([C:23]1[O:27][N:26]=[C:25]([C:28]2[CH:33]=[CH:32][CH:31]=[CH:30][CH:29]=2)[N:24]=1)[OH:22]. (2) Given the product [NH2:22][C:23]1[N:27]([C:28]2[CH:29]=[CH:30][C:31]([F:34])=[CH:32][CH:33]=2)[N:26]=[CH:25][C:24]=1[C:35]([NH:1][CH2:2][C@@:3]([OH:21])([C:4]([F:6])([F:7])[F:5])[CH2:8][C:9]([C:12]1[C:20]2[O:19][CH2:18][CH2:17][C:16]=2[CH:15]=[CH:14][CH:13]=1)([CH3:11])[CH3:10])=[O:36], predict the reactants needed to synthesize it. The reactants are: [NH2:1][CH2:2][C@:3]([OH:21])([CH2:8][C:9]([C:12]1[C:20]2[O:19][CH2:18][CH2:17][C:16]=2[CH:15]=[CH:14][CH:13]=1)([CH3:11])[CH3:10])[C:4]([F:7])([F:6])[F:5].[NH2:22][C:23]1[N:27]([C:28]2[CH:33]=[CH:32][C:31]([F:34])=[CH:30][CH:29]=2)[N:26]=[CH:25][C:24]=1[C:35](O)=[O:36]. (3) Given the product [OH:1][C:2]([CH3:40])([CH3:39])[CH:3]([NH:15][C:16]([N:18]1[CH2:23][C:22](=[O:24])[NH:21][C:20]2[CH:33]=[C:34]([O:37][CH3:38])[CH:35]=[N:36][C:19]1=2)=[O:17])[C:4]1[CH:9]=[CH:8][C:7]([O:10][C:11]([F:12])([F:14])[F:13])=[CH:6][CH:5]=1, predict the reactants needed to synthesize it. The reactants are: [OH:1][C:2]([CH3:40])([CH3:39])[CH:3]([NH:15][C:16]([N:18]1[CH2:23][C:22](=[O:24])[N:21](COCC[Si](C)(C)C)[C:20]2[CH:33]=[C:34]([O:37][CH3:38])[CH:35]=[N:36][C:19]1=2)=[O:17])[C:4]1[CH:9]=[CH:8][C:7]([O:10][C:11]([F:14])([F:13])[F:12])=[CH:6][CH:5]=1.FC(F)(F)C(O)=O.